Dataset: Reaction yield outcomes from USPTO patents with 853,638 reactions. Task: Predict the reaction yield, written as a fraction of the theoretical maximum amount of product (1.0 means a 100% yield; for example, 0.34 means a 34% yield). The reactants are CON(C)[C:4]([C:6]1[CH:7]=[C:8]2[C:13](=[CH:14][CH:15]=1)[N:12]=[CH:11][CH:10]=[CH:9]2)=[O:5].[CH2:17]1COCC1.C[Mg]Br.Cl. No catalyst specified. The product is [N:12]1[C:13]2[C:8](=[CH:7][C:6]([C:4](=[O:5])[CH3:17])=[CH:15][CH:14]=2)[CH:9]=[CH:10][CH:11]=1. The yield is 0.866.